This data is from Full USPTO retrosynthesis dataset with 1.9M reactions from patents (1976-2016). The task is: Predict the reactants needed to synthesize the given product. (1) Given the product [F:6][C:7]1[CH:8]=[CH:9][C:10]([CH2:11][N:12]([C@@H:40]([CH3:45])[C:41]([F:43])([F:42])[F:44])[C:13](=[O:39])[CH2:14][N:15]2[C:19](=[O:20])[C@@:18]3([C:28]4[C:23](=[CH:24][C:25]([NH:29][C:30]([N:32]5[CH2:37][CH2:36][CH2:35][N:34]([S:2]([CH3:1])(=[O:4])=[O:3])[CH2:33]5)=[O:31])=[CH:26][CH:27]=4)[CH2:22][CH2:21]3)[O:17][C:16]2=[O:38])=[CH:46][CH:47]=1, predict the reactants needed to synthesize it. The reactants are: [CH3:1][S:2](Cl)(=[O:4])=[O:3].[F:6][C:7]1[CH:47]=[CH:46][C:10]([CH2:11][N:12]([C@@H:40]([CH3:45])[C:41]([F:44])([F:43])[F:42])[C:13](=[O:39])[CH2:14][N:15]2[C:19](=[O:20])[C@@:18]3([C:28]4[C:23](=[CH:24][C:25]([NH:29][C:30]([N:32]5[CH2:37][CH2:36][CH2:35][NH:34][CH2:33]5)=[O:31])=[CH:26][CH:27]=4)[CH2:22][CH2:21]3)[O:17][C:16]2=[O:38])=[CH:9][CH:8]=1.C(N(CC)CC)C.ClCCl. (2) The reactants are: [Cl:1][C:2]1[CH:3]=[C:4]([NH:9][C:10]2[O:11][C:12]([CH2:15][O:16][C:17]3[CH:22]=[CH:21][C:20]([N+:23]([O-])=O)=[CH:19][CH:18]=3)=[N:13][N:14]=2)[CH:5]=[CH:6][C:7]=1[Cl:8].CO.[Cl-].[NH4+]. Given the product [NH2:23][C:20]1[CH:21]=[CH:22][C:17]([O:16][CH2:15][C:12]2[O:11][C:10]([NH:9][C:4]3[CH:5]=[CH:6][C:7]([Cl:8])=[C:2]([Cl:1])[CH:3]=3)=[N:14][N:13]=2)=[CH:18][CH:19]=1, predict the reactants needed to synthesize it. (3) Given the product [OH:10][CH2:9][CH2:8][C:6]1[CH:5]=[CH:4][N:3]=[C:2]([CH3:1])[CH:7]=1, predict the reactants needed to synthesize it. The reactants are: [CH3:1][C:2]1[CH:7]=[C:6]([CH2:8][C:9](OC)=[O:10])[CH:5]=[CH:4][N:3]=1.[H-].[Al+3].[Li+].[H-].[H-].[H-].O.O.O.O.O.O.O.O.O.O.S([O-])([O-])(=O)=O.[Na+].[Na+]. (4) The reactants are: C([N:4]1[C:12]2[C:7](=[CH:8][CH:9]=[C:10](Br)[CH:11]=2)[CH:6]=[N:5]1)(=O)C.[CH:14]1([CH2:17][NH:18][C:19](=[O:35])[C:20]2[CH:25]=[CH:24][CH:23]=[C:22](B3OC(C)(C)C(C)(C)O3)[CH:21]=2)[CH2:16]C1.[C:36](=O)([O-])[O-].[Na+].[Na+].Cl. Given the product [CH:17]1([NH:18][C:19](=[O:35])[C:20]2[CH:21]=[CH:22][C:23]([CH3:36])=[C:24]([C:10]3[CH:11]=[C:12]4[C:7]([CH:6]=[N:5][NH:4]4)=[CH:8][CH:9]=3)[CH:25]=2)[CH2:14][CH2:16]1, predict the reactants needed to synthesize it. (5) The reactants are: [Si]([O:8][C:9]1[CH:10]=[CH:11][C:12]2[C:16]([O:17][C:18]3[CH:23]=[CH:22][C:21](/[CH:24]=[CH:25]/[C:26]([O:28][CH:29]([CH3:31])[CH3:30])=[O:27])=[CH:20][CH:19]=3)=[C:15]([C:32]3[CH:37]=[CH:36][CH:35]=[CH:34][C:33]=3[CH:38]([CH3:40])[CH3:39])[S:14][C:13]=2[CH:41]=1)(C(C)(C)C)(C)C.[F-].C([N+](CCCC)(CCCC)CCCC)CCC. Given the product [OH:8][C:9]1[CH:10]=[CH:11][C:12]2[C:16]([O:17][C:18]3[CH:19]=[CH:20][C:21](/[CH:24]=[CH:25]/[C:26]([O:28][CH:29]([CH3:31])[CH3:30])=[O:27])=[CH:22][CH:23]=3)=[C:15]([C:32]3[CH:37]=[CH:36][CH:35]=[CH:34][C:33]=3[CH:38]([CH3:40])[CH3:39])[S:14][C:13]=2[CH:41]=1, predict the reactants needed to synthesize it. (6) Given the product [CH3:12][O:13][C:14]([C:16]1[CH:26]=[C:25]([O:27][CH:28]2[CH2:29][N:30]([C:8](=[O:10])[CH3:9])[CH2:31]2)[C:19]2[CH2:20][C:21]([CH3:24])([CH3:23])[O:22][C:18]=2[CH:17]=1)=[O:15], predict the reactants needed to synthesize it. The reactants are: CCN(CC)CC.[C:8](Cl)(=[O:10])[CH3:9].[CH3:12][O:13][C:14]([C:16]1[CH:26]=[C:25]([O:27][CH:28]2[CH2:31][NH:30][CH2:29]2)[C:19]2[CH2:20][C:21]([CH3:24])([CH3:23])[O:22][C:18]=2[CH:17]=1)=[O:15]. (7) Given the product [ClH:12].[Cl:12][CH2:2][C:3]1[CH:8]=[CH:7][CH:6]=[C:5]([CH3:9])[N:4]=1, predict the reactants needed to synthesize it. The reactants are: O[CH2:2][C:3]1[CH:8]=[CH:7][CH:6]=[C:5]([CH3:9])[N:4]=1.S(Cl)([Cl:12])=O. (8) Given the product [OH:12][C:5]1[CH:6]=[CH:7][C:8]([C:13](=[O:15])[CH3:14])=[C:9]2[C:4]=1[N:3]=[C:2]([CH3:1])[CH:11]=[CH:10]2, predict the reactants needed to synthesize it. The reactants are: [CH3:1][C:2]1[CH:11]=[CH:10][C:9]2[C:4](=[C:5]([OH:12])[CH:6]=[CH:7][CH:8]=2)[N:3]=1.[C:13](Cl)(=[O:15])[CH3:14].[Cl-].[Al+3].[Cl-].[Cl-].Cl. (9) Given the product [CH3:15][CH:16]([O:19][C:20]1[CH:25]=[C:24]([Cl:26])[CH:23]=[CH:22][C:21]=1[CH2:27][O:1][C:2]1[N:6]([C:7]2[CH:12]=[C:11]([C:13]#[N:14])[CH:10]=[CH:9][N:8]=2)[N:5]=[CH:4][CH:3]=1)[CH2:17][CH3:18], predict the reactants needed to synthesize it. The reactants are: [OH:1][C:2]1[N:6]([C:7]2[CH:12]=[C:11]([C:13]#[N:14])[CH:10]=[CH:9][N:8]=2)[N:5]=[CH:4][CH:3]=1.[CH3:15][CH:16]([O:19][C:20]1[CH:25]=[C:24]([Cl:26])[CH:23]=[CH:22][C:21]=1[CH2:27]O)[CH2:17][CH3:18].